From a dataset of Full USPTO retrosynthesis dataset with 1.9M reactions from patents (1976-2016). Predict the reactants needed to synthesize the given product. Given the product [CH:66]([O:65][C:64]1[N:69]=[C:26]([CH:11]2[CH2:12][CH:13]([C:15]3[CH:20]=[CH:19][C:18]([O:21][C:22]([F:25])([F:24])[F:23])=[CH:17][CH:16]=3)[CH2:14][N:9]([C:7]([N:1]3[CH2:2][CH2:3][S:4][CH2:5][CH2:6]3)=[O:8])[CH2:10]2)[O:28][N:63]=1)([CH3:68])[CH3:67], predict the reactants needed to synthesize it. The reactants are: [N:1]1([C:7]([N:9]2[CH2:14][CH:13]([C:15]3[CH:20]=[CH:19][C:18]([O:21][C:22]([F:25])([F:24])[F:23])=[CH:17][CH:16]=3)[CH2:12][CH:11]([C:26]([OH:28])=O)[CH2:10]2)=[O:8])[CH2:6][CH2:5][S:4][CH2:3][CH2:2]1.CN(C(ON1N=NC2C=CC=NC1=2)=[N+](C)C)C.F[P-](F)(F)(F)(F)F.CCN(C(C)C)C(C)C.O[NH:63][C:64](=[NH:69])[O:65][CH:66]([CH3:68])[CH3:67].